From a dataset of Full USPTO retrosynthesis dataset with 1.9M reactions from patents (1976-2016). Predict the reactants needed to synthesize the given product. Given the product [CH3:1][C@@H:2]1[CH2:7][CH2:6][CH2:5][CH2:4][N:3]1[C:8]1[CH:15]=[CH:14][C:11]([C:12]([OH:24])=[O:20])=[CH:10][C:9]=1[C:16]([F:19])([F:18])[F:17], predict the reactants needed to synthesize it. The reactants are: [CH3:1][C@@H:2]1[CH2:7][CH2:6][CH2:5][CH2:4][N:3]1[C:8]1[CH:15]=[CH:14][C:11]([C:12]#N)=[CH:10][C:9]=1[C:16]([F:19])([F:18])[F:17].[OH-:20].[Na+].Cl.C[OH:24].